Task: Predict the reaction yield, written as a fraction of the theoretical maximum amount of product (1.0 means a 100% yield; for example, 0.34 means a 34% yield).. Dataset: Reaction yield outcomes from USPTO patents with 853,638 reactions (1) The reactants are [N+:1]([C:4]1[CH:9]=[C:8]([C:10](=[O:20])[C:11]2[CH:16]=[CH:15][C:14]([N+:17]([O-])=O)=[CH:13][CH:12]=2)[CH:7]=[CH:6][C:5]=1[CH:21](C([O-])=O)[C:22]([O-:24])=O)([O-])=O.Cl. The catalyst is CCO.C(Cl)(Cl)Cl. The product is [NH2:17][C:14]1[CH:15]=[CH:16][C:11]([C:10]([C:8]2[CH:9]=[C:4]3[C:5]([CH2:21][C:22](=[O:24])[NH:1]3)=[CH:6][CH:7]=2)=[O:20])=[CH:12][CH:13]=1. The yield is 0.510. (2) The reactants are I[CH:2]([I:4])I.N1([CH2:11][C:12]2[CH:17]=[CH:16][C:15](/C=C/C#[C:11][C:12]3[CH:17]=[CH:16][C:15](C(O)=O)=[CH:14][CH:13]=3)=[CH:14][CH:13]=2)CCOCC1. The catalyst is C1COCC1.[Cl-].[Cr+3].[Cl-].[Cl-]. The product is [I:4]/[CH:2]=[CH:11]/[C:12]1[CH:17]=[CH:16][CH:15]=[CH:14][CH:13]=1. The yield is 0.830. (3) The reactants are [CH3:1][C:2]([C:6]1[CH:11]=[CH:10][C:9]([N+:12]([O-:14])=[O:13])=[CH:8][CH:7]=1)([CH3:5])[CH2:3][NH2:4].[OH-].[Na+].[CH3:17][C:18]([O:21][C:22](O[C:22]([O:21][C:18]([CH3:20])([CH3:19])[CH3:17])=[O:23])=[O:23])([CH3:20])[CH3:19].OS([O-])(=O)=O.[K+]. The catalyst is O1CCOCC1.O. The product is [CH3:5][C:2]([C:6]1[CH:11]=[CH:10][C:9]([N+:12]([O-:14])=[O:13])=[CH:8][CH:7]=1)([CH3:1])[CH2:3][NH:4][C:22](=[O:23])[O:21][C:18]([CH3:20])([CH3:19])[CH3:17]. The yield is 0.800. (4) The product is [NH2:1][C:2]1[C:3]([C:9]([O:11][CH3:12])=[O:10])=[N:4][C:5]([Br:20])=[C:6]([F:8])[CH:7]=1. The catalyst is C(#N)C. The reactants are [NH2:1][C:2]1[C:3]([C:9]([O:11][CH3:12])=[O:10])=[N:4][CH:5]=[C:6]([F:8])[CH:7]=1.C1C(=O)N([Br:20])C(=O)C1. The yield is 0.410.